From a dataset of Full USPTO retrosynthesis dataset with 1.9M reactions from patents (1976-2016). Predict the reactants needed to synthesize the given product. (1) Given the product [F:1][C:2]1[CH:3]=[CH:4][C:5]2[C:6]3[C:11]([C@H:12]([CH3:25])[N:13]([C:16]([C:18]4[CH:19]=[C:20]([OH:24])[CH:21]=[CH:22][CH:23]=4)=[O:17])[C:14]=2[CH:15]=1)=[CH:10][CH:9]=[CH:8][CH:7]=3, predict the reactants needed to synthesize it. The reactants are: [F:1][C:2]1[CH:3]=[CH:4][C:5]2[C:6]3[C:11]([CH:12]([CH3:25])[N:13]([C:16]([C:18]4[CH:19]=[C:20]([OH:24])[CH:21]=[CH:22][CH:23]=4)=[O:17])[C:14]=2[CH:15]=1)=[CH:10][CH:9]=[CH:8][CH:7]=3. (2) Given the product [CH2:42]([O:41][C@H:39]([CH3:40])[CH2:38][O:37][CH2:36][C:33]1[CH:34]=[CH:35][C:30]([C@@H:15]2[C@@H:14]([O:44][CH2:45][C:46]3[CH:47]=[CH:48][C:49]4[O:54][CH2:53][CH2:52][N:51]([CH2:55][CH2:56][CH2:57][O:58][CH3:59])[C:50]=4[CH:60]=3)[CH2:13][NH:12][CH2:17][C@H:16]2[CH2:18][NH2:1])=[CH:31][CH:32]=1)[CH3:43], predict the reactants needed to synthesize it. The reactants are: [N-:1]=[N+]=[N-].[Na+].C(OC([N:12]1[CH2:17][C@@H:16]([CH2:18]OS(C2C=CC(C)=CC=2)(=O)=O)[C@H:15]([C:30]2[CH:35]=[CH:34][C:33]([CH2:36][O:37][CH2:38][C@H:39]([O:41][CH2:42][CH3:43])[CH3:40])=[CH:32][CH:31]=2)[C@@H:14]([O:44][CH2:45][C:46]2[CH:47]=[CH:48][C:49]3[O:54][CH2:53][CH2:52][N:51]([CH2:55][CH2:56][CH2:57][O:58][CH3:59])[C:50]=3[CH:60]=2)[CH2:13]1)=O)(C)(C)C. (3) Given the product [OH:11][CH2:10][CH2:9][N:8]1[CH2:5][CH2:4][O:6][C:1]1=[O:7], predict the reactants needed to synthesize it. The reactants are: [C:1]1(=[O:7])[O:6][CH:4]([CH3:5])CO1.[NH:8](CCO)[CH2:9][CH2:10][OH:11]. (4) Given the product [CH2:25]([O:27][C:28](=[O:53])[CH2:29][CH2:30][CH2:31][O:32][C:33]1[CH:38]=[CH:37][CH:36]=[C:35]([CH2:39][CH2:40][CH2:41][CH2:42][CH2:43][CH2:44][O:10][C:8]2[CH:7]=[C:6]([O:11][S:12]([C:15]([F:18])([F:16])[F:17])(=[O:14])=[O:13])[CH:5]=[C:4]([C:1](=[O:3])[CH3:2])[CH:9]=2)[C:34]=1[CH2:46][CH2:47][C:48]([O:50][CH2:51][CH3:52])=[O:49])[CH3:26], predict the reactants needed to synthesize it. The reactants are: [C:1]([C:4]1[CH:5]=[C:6]([O:11][S:12]([C:15]([F:18])([F:17])[F:16])(=[O:14])=[O:13])[CH:7]=[C:8]([OH:10])[CH:9]=1)(=[O:3])[CH3:2].C(=O)([O-])[O-].[K+].[K+].[CH2:25]([O:27][C:28](=[O:53])[CH2:29][CH2:30][CH2:31][O:32][C:33]1[CH:38]=[CH:37][CH:36]=[C:35]([CH2:39][CH2:40][CH2:41][CH2:42][CH2:43][CH2:44]Br)[C:34]=1[CH2:46][CH2:47][C:48]([O:50][CH2:51][CH3:52])=[O:49])[CH3:26]. (5) The reactants are: [CH2:1]([C:3]1[N:4]=[C:5]([C:8]2[CH:13]=[CH:12][C:11]([F:14])=[CH:10][CH:9]=2)[NH:6][CH:7]=1)[CH3:2].[Br:15]Br.C(=O)([O-])O.[Na+]. Given the product [Br:15][C:7]1[NH:6][C:5]([C:8]2[CH:13]=[CH:12][C:11]([F:14])=[CH:10][CH:9]=2)=[N:4][C:3]=1[CH2:1][CH3:2], predict the reactants needed to synthesize it. (6) Given the product [OH:1][C@@H:2]1[CH2:21][C@@:20]2([CH3:22])[C@@H:13]([CH2:14][CH2:15][C@@H:16]2[C:17](=[O:19])[CH3:18])[C@H:12]2[C@H:3]1[C@:4]1([CH3:24])[C@H:9]([CH2:10][CH2:11]2)[CH2:8][C:7](=[O:23])[CH2:6][CH2:5]1, predict the reactants needed to synthesize it. The reactants are: [OH:1][C@@H:2]1[CH2:21][C@@:20]2([CH3:22])[C@@H:13]([CH2:14][CH2:15][C@@H:16]2[C:17](=[O:19])[CH3:18])[C@H:12]2[C@H:3]1[C@:4]1([CH3:24])[C:9]([CH2:10][CH2:11]2)=[CH:8][C:7](=[O:23])[CH2:6][CH2:5]1.N1C=CC=CC=1. (7) Given the product [CH2:1]([O:8][C:9]([NH:11][CH:15]([CH2:14][OH:13])[C:16]([OH:18])=[O:17])=[O:10])[C:2]1[CH:3]=[CH:4][CH:5]=[CH:6][CH:7]=1, predict the reactants needed to synthesize it. The reactants are: [CH2:1]([O:8][C:9]([N:11]1[CH:15]([C:16]([OH:18])=[O:17])[CH2:14][O:13]C1C1C=CC=CC=1)=[O:10])[C:2]1[CH:7]=[CH:6][CH:5]=[CH:4][CH:3]=1.[OH-].[Na+]. (8) Given the product [Cl:16][C:17]1[CH:22]=[C:21]([N:3]2[CH:4]=[C:5]([C:7]#[C:8][C:9]3[CH:10]=[C:11]([CH3:15])[CH:12]=[CH:13][CH:14]=3)[N:6]=[C:2]2[CH3:1])[CH:20]=[CH:19][N:18]=1, predict the reactants needed to synthesize it. The reactants are: [CH3:1][C:2]1[NH:3][CH:4]=[C:5]([C:7]#[C:8][C:9]2[CH:10]=[C:11]([CH3:15])[CH:12]=[CH:13][CH:14]=2)[N:6]=1.[Cl:16][C:17]1[CH:22]=[C:21](F)[CH:20]=[CH:19][N:18]=1. (9) Given the product [NH2:20][C:18]1[N:19]=[C:14]([C:7]2[C:8]3[C:9](=[N:10][CH:11]=[CH:12][CH:13]=3)[N:5]([CH2:4][C:3]3[CH:22]=[CH:23][CH:24]=[CH:25][C:2]=3[F:1])[N:6]=2)[N:15]=[N:16][C:17]=1[NH:21][S:27]([CH3:26])(=[O:29])=[O:28], predict the reactants needed to synthesize it. The reactants are: [F:1][C:2]1[CH:25]=[CH:24][CH:23]=[CH:22][C:3]=1[CH2:4][N:5]1[C:9]2=[N:10][CH:11]=[CH:12][CH:13]=[C:8]2[C:7]([C:14]2[N:15]=[N:16][C:17]([NH2:21])=[C:18]([NH2:20])[N:19]=2)=[N:6]1.[CH3:26][S:27](Cl)(=[O:29])=[O:28].C(N(CC)CC)C.